This data is from Reaction yield outcomes from USPTO patents with 853,638 reactions. The task is: Predict the reaction yield, written as a fraction of the theoretical maximum amount of product (1.0 means a 100% yield; for example, 0.34 means a 34% yield). (1) The product is [F:11][C:3]1[C:2]([N:1]2[CH2:33][CH2:31][O:30][CH2:29][CH2:28]2)=[CH:10][CH:9]=[CH:8][C:4]=1[C:5]([O:7][CH2:22][CH2:23][O:24][CH2:25][CH2:26][Br:27])=[O:6]. The reactants are [NH2:1][C:2]1[C:3]([F:11])=[C:4]([CH:8]=[CH:9][CH:10]=1)[C:5]([OH:7])=[O:6].CCN(C(C)C)C(C)C.Br[CH2:22][CH2:23][O:24][CH2:25][CH2:26][Br:27].[CH3:28][CH2:29][O:30][C:31]([CH3:33])=O. The catalyst is CN(C=O)C. The yield is 0.380. (2) The reactants are [Br:1][C:2]1[CH:10]=[C:9]2[C:5]([C:6]([C:11]([OH:13])=[O:12])=[CH:7][NH:8]2)=[CH:4][CH:3]=1.[CH3:14][Si](C=[N+]=[N-])(C)C. The catalyst is CO. The product is [CH3:14][O:12][C:11]([C:6]1[C:5]2[C:9](=[CH:10][C:2]([Br:1])=[CH:3][CH:4]=2)[NH:8][CH:7]=1)=[O:13]. The yield is 1.00. (3) The reactants are [CH3:1][O:2][C:3]1[CH:8]=[C:7]([O:9][CH3:10])[N:6]=[C:5]([CH:11]([S:22][CH3:23])[C:12]2[C:17]([NH2:18])=[C:16]([O:19][CH3:20])[C:15]([F:21])=[CH:14][CH:13]=2)[N:4]=1.[F:24][CH:25]([F:30])[S:26](Cl)(=[O:28])=[O:27].N1C=CC=CC=1.[NH4+].[Cl-]. The catalyst is ClCCl. The product is [CH3:1][O:2][C:3]1[CH:8]=[C:7]([O:9][CH3:10])[N:6]=[C:5]([CH:11]([S:22][CH3:23])[C:12]2[C:17]([NH:18][S:26]([CH:25]([F:30])[F:24])(=[O:28])=[O:27])=[C:16]([O:19][CH3:20])[C:15]([F:21])=[CH:14][CH:13]=2)[N:4]=1. The yield is 0.270. (4) The reactants are [CH2:1]([O:8][C:9]1[C:14]([F:15])=[CH:13][C:12]([CH:16]2[CH2:18][CH:17]2[C:19]([OH:21])=[O:20])=[CH:11][C:10]=1[F:22])[C:2]1[CH:7]=[CH:6][CH:5]=[CH:4][CH:3]=1.[CH2:23](C1COC(=O)N1)C1C=CC=CC=1. The catalyst is C1COCC1. The product is [CH3:23][O:20][C:19]([CH:17]1[CH2:18][CH:16]1[C:12]1[CH:11]=[C:10]([F:22])[C:9]([O:8][CH2:1][C:2]2[CH:3]=[CH:4][CH:5]=[CH:6][CH:7]=2)=[C:14]([F:15])[CH:13]=1)=[O:21]. The yield is 0.750.